Dataset: Full USPTO retrosynthesis dataset with 1.9M reactions from patents (1976-2016). Task: Predict the reactants needed to synthesize the given product. (1) Given the product [N:32]1([C:29](=[O:30])[CH2:28][C:3]2[CH:4]=[CH:5][C:6]([O:8][CH2:9][CH2:10][C@@H:11]3[CH2:13][C@@H:12]3[CH:14]3[CH2:19][CH2:18][N:17]([C:20]4[O:24][N:23]=[C:22]([CH2:25][O:26][CH3:27])[N:21]=4)[CH2:16][CH2:15]3)=[CH:7][C:2]=2[F:1])[CH2:35][CH2:34][CH2:33]1, predict the reactants needed to synthesize it. The reactants are: [F:1][C:2]1[CH:7]=[C:6]([O:8][CH2:9][CH2:10][C@@H:11]2[CH2:13][C@@H:12]2[CH:14]2[CH2:19][CH2:18][N:17]([C:20]3[O:24][N:23]=[C:22]([CH2:25][O:26][CH3:27])[N:21]=3)[CH2:16][CH2:15]2)[CH:5]=[CH:4][C:3]=1[CH2:28][C:29](O)=[O:30].[NH:32]1[CH2:35][CH2:34][CH2:33]1.C(N(CC)C(C)C)(C)C.CN(C(ON1N=NC2C=CC=NC1=2)=[N+](C)C)C.F[P-](F)(F)(F)(F)F. (2) Given the product [CH3:15][N:16]([CH3:34])[C:17]1[CH:18]=[CH:19][C:20]([CH2:23][N:24]([C:25]2[CH:30]=[CH:29][C:28]([CH:31]([CH3:32])[CH3:33])=[CH:27][CH:26]=2)[C:12]([CH:10]2[C:9]3[C:4](=[CH:5][CH:6]=[CH:7][CH:8]=3)[NH:3][C:2](=[O:1])[CH2:11]2)=[O:14])=[CH:21][CH:22]=1, predict the reactants needed to synthesize it. The reactants are: [O:1]=[C:2]1[CH2:11][CH:10]([C:12]([OH:14])=O)[C:9]2[C:4](=[CH:5][CH:6]=[CH:7][CH:8]=2)[NH:3]1.[CH3:15][N:16]([CH3:34])[C:17]1[CH:22]=[CH:21][C:20]([CH2:23][NH:24][C:25]2[CH:30]=[CH:29][C:28]([CH:31]([CH3:33])[CH3:32])=[CH:27][CH:26]=2)=[CH:19][CH:18]=1. (3) Given the product [CH2:15]([S:17][C:2]1[C:7]([I:8])=[CH:6][CH:5]=[CH:4][N:3]=1)[CH3:16], predict the reactants needed to synthesize it. The reactants are: F[C:2]1[C:7]([I:8])=[CH:6][CH:5]=[CH:4][N:3]=1.C([O-])([O-])=O.[Cs+].[Cs+].[CH2:15]([SH:17])[CH3:16]. (4) Given the product [CH2:26]([NH:33][NH:34][C:7](=[O:8])[C:6]1[CH:10]=[CH:11][C:3]([O:2][CH3:1])=[C:4](/[CH:12]=[CH:13]/[C:14]2[CH:19]=[CH:18][C:17]([O:20][C:21]([F:22])([F:24])[F:23])=[CH:16][CH:15]=2)[CH:5]=1)[C:27]1[CH:32]=[CH:31][CH:30]=[CH:29][CH:28]=1, predict the reactants needed to synthesize it. The reactants are: [CH3:1][O:2][C:3]1[CH:11]=[CH:10][C:6]([C:7](O)=[O:8])=[CH:5][C:4]=1/[CH:12]=[CH:13]/[C:14]1[CH:19]=[CH:18][C:17]([O:20][C:21]([F:24])([F:23])[F:22])=[CH:16][CH:15]=1.Cl.[CH2:26]([NH:33][NH2:34])[C:27]1[CH:32]=[CH:31][CH:30]=[CH:29][CH:28]=1. (5) Given the product [C:1]([C:3]1[CH:10]=[CH:9][C:6]([CH2:7][NH:8][C:26](=[O:27])[C:25]2[CH:29]=[CH:30][C:22]([CH:20]=[O:21])=[CH:23][CH:24]=2)=[CH:5][CH:4]=1)#[N:2], predict the reactants needed to synthesize it. The reactants are: [C:1]([C:3]1[CH:10]=[CH:9][C:6]([CH2:7][NH2:8])=[CH:5][CH:4]=1)#[N:2].C(N(CC)C(C)C)(C)C.[CH:20]([C:22]1[CH:30]=[CH:29][C:25]([C:26](Cl)=[O:27])=[CH:24][CH:23]=1)=[O:21]. (6) Given the product [C:26]([O:25][C:24]([NH:23][CH2:22][CH2:21][S:20][C:2]1[N:11]=[CH:10][C:9]([O:12][CH3:13])=[CH:8][C:3]=1[C:4]([O:6][CH3:7])=[O:5])=[O:30])([CH3:29])([CH3:28])[CH3:27], predict the reactants needed to synthesize it. The reactants are: Cl[C:2]1[N:11]=[CH:10][C:9]([O:12][CH3:13])=[CH:8][C:3]=1[C:4]([O:6][CH3:7])=[O:5].C(=O)([O-])[O-].[Cs+].[Cs+].[SH:20][CH2:21][CH2:22][NH:23][C:24](=[O:30])[O:25][C:26]([CH3:29])([CH3:28])[CH3:27].